From a dataset of Forward reaction prediction with 1.9M reactions from USPTO patents (1976-2016). Predict the product of the given reaction. (1) Given the reactants [C:1]1([N:7]2[CH2:12][CH2:11][C:10]3([CH2:21][C:20](=[O:22])[C:19]4[C:14](=[CH:15][CH:16]=[C:17](Br)[CH:18]=4)[O:13]3)[CH2:9][CH2:8]2)[CH:6]=[CH:5][CH:4]=[CH:3][CH:2]=1.[C:24]([O:28][CH3:29])(=[O:27])[CH:25]=[CH2:26].COC(=O)/C=C/C1C=C2C(=CC=1)OC1(CCN(C(OC(C)(C)C)=O)CC1)CC2=O, predict the reaction product. The product is: [CH3:29][O:28][C:24](=[O:27])/[CH:25]=[CH:26]/[C:17]1[CH:18]=[C:19]2[C:14](=[CH:15][CH:16]=1)[O:13][C:10]1([CH2:11][CH2:12][N:7]([C:1]3[CH:6]=[CH:5][CH:4]=[CH:3][CH:2]=3)[CH2:8][CH2:9]1)[CH2:21][C:20]2=[O:22]. (2) Given the reactants Cl[CH2:2][CH2:3][CH2:4][N:5]1[C:14]2[C:9](=[CH:10][C:11]([F:16])=[C:12]([F:15])[CH:13]=2)[CH2:8][CH2:7][C:6]1=[O:17].[CH:18]1([CH2:21][O:22][CH:23]2[CH2:28][CH2:27][NH:26][CH2:25][CH2:24]2)[CH2:20][CH2:19]1.[Na+].[I-].C([O-])([O-])=O.[K+].[K+], predict the reaction product. The product is: [CH:18]1([CH2:21][O:22][CH:23]2[CH2:28][CH2:27][N:26]([CH2:2][CH2:3][CH2:4][N:5]3[C:14]4[C:9](=[CH:10][C:11]([F:16])=[C:12]([F:15])[CH:13]=4)[CH2:8][CH2:7][C:6]3=[O:17])[CH2:25][CH2:24]2)[CH2:19][CH2:20]1. (3) Given the reactants Cl.[N:2]1([C:7]2[N:12]=[C:11]3[S:13][C:14]([CH2:16][CH2:17][C:18]([OH:20])=O)=[N:15][C:10]3=[CH:9][CH:8]=2)[CH2:6][CH2:5][CH2:4][CH2:3]1.[Cl:21][C:22]1[CH:23]=[C:24]([CH:29]([NH:31][CH2:32][CH2:33][CH2:34][NH2:35])[CH3:30])[CH:25]=[CH:26][C:27]=1[Cl:28], predict the reaction product. The product is: [Cl:21][C:22]1[CH:23]=[C:24]([CH:29]([NH:31][CH2:32][CH2:33][CH2:34][NH:35][C:18](=[O:20])[CH2:17][CH2:16][C:14]2[S:13][C:11]3[C:10]([N:15]=2)=[CH:9][CH:8]=[C:7]([N:2]2[CH2:3][CH2:4][CH2:5][CH2:6]2)[N:12]=3)[CH3:30])[CH:25]=[CH:26][C:27]=1[Cl:28]. (4) Given the reactants [Cl:1][C:2]1[CH:7]=[CH:6][C:5]([NH:8]C(=O)C2C=CC(F)=CC=2)=[C:4]([C:18](=[O:26])[C:19]2[CH:24]=[CH:23][C:22](F)=[CH:21][CH:20]=2)[CH:3]=1.NC1C=CC(Cl)=CC=1[C:35](C1C=CC=C(OC)C=1)=[O:36].[OH-].[Na+], predict the reaction product. The product is: [NH2:8][C:5]1[CH:6]=[CH:7][C:2]([Cl:1])=[CH:3][C:4]=1[C:18]([C:19]1[CH:20]=[CH:21][C:22]([O:36][CH3:35])=[CH:23][CH:24]=1)=[O:26]. (5) Given the reactants [O:1]1[C:8]2[CH:7]=[C:6]([C:9]([OH:11])=[O:10])[NH:5][C:4]=2[CH:3]=[CH:2]1.[C:12]([O:15][CH2:16]Cl)(=[O:14])[CH3:13], predict the reaction product. The product is: [O:1]1[C:8]2[CH:7]=[C:6]([C:9]([O:11][CH2:16][O:15][C:12](=[O:14])[CH3:13])=[O:10])[NH:5][C:4]=2[CH:3]=[CH:2]1. (6) Given the reactants C(OC(=O)[NH:7][CH2:8][C:9]1[CH:14]=[CH:13][CH:12]=[C:11]([O:15][C:16]2[CH:21]=[CH:20][CH:19]=[C:18]([C:22]#[CH:23])[CH:17]=2)[CH:10]=1)(C)(C)C.FC(F)(F)C(O)=O.C(Cl)(Cl)[Cl:33], predict the reaction product. The product is: [ClH:33].[C:22]([C:18]1[CH:17]=[C:16]([O:15][C:11]2[CH:10]=[C:9]([CH:14]=[CH:13][CH:12]=2)[CH2:8][NH2:7])[CH:21]=[CH:20][CH:19]=1)#[CH:23]. (7) Given the reactants [Cl:1][C:2]1[C:3]([O:12][CH2:13][C:14]2([C:19]([F:22])([F:21])[F:20])[CH2:18][CH2:17][CH2:16][CH2:15]2)=[CH:4][C:5]([F:11])=[C:6]([CH:10]=1)[C:7]([OH:9])=O.Cl.C(N=C=NCCCN(C)C)C.[N:35]1([S:39]([NH2:42])(=[O:41])=[O:40])[CH2:38][CH2:37][CH2:36]1.Cl, predict the reaction product. The product is: [N:35]1([S:39]([NH:42][C:7](=[O:9])[C:6]2[CH:10]=[C:2]([Cl:1])[C:3]([O:12][CH2:13][C:14]3([C:19]([F:21])([F:22])[F:20])[CH2:18][CH2:17][CH2:16][CH2:15]3)=[CH:4][C:5]=2[F:11])(=[O:41])=[O:40])[CH2:38][CH2:37][CH2:36]1.